This data is from Catalyst prediction with 721,799 reactions and 888 catalyst types from USPTO. The task is: Predict which catalyst facilitates the given reaction. Product: [CH3:1][O:2][C:3]1[CH:4]=[C:5]([CH2:9][CH2:10][O:11][C:23]2[C:22]3[C:27](=[CH:28][CH:29]=[C:20]([CH:19]=[O:35])[CH:21]=3)[N:26]=[CH:25][CH:24]=2)[CH:6]=[CH:7][CH:8]=1. The catalyst class is: 775. Reactant: [CH3:1][O:2][C:3]1[CH:4]=[C:5]([CH2:9][CH2:10][OH:11])[CH:6]=[CH:7][CH:8]=1.[H-].[Na+].C(N=[CH:19][C:20]1[CH:21]=[C:22]2[C:27](=[CH:28][CH:29]=1)[N:26]=[CH:25][CH:24]=[C:23]2Cl)CCC.CN(C=[O:35])C.